Dataset: CYP2C19 inhibition data for predicting drug metabolism from PubChem BioAssay. Task: Regression/Classification. Given a drug SMILES string, predict its absorption, distribution, metabolism, or excretion properties. Task type varies by dataset: regression for continuous measurements (e.g., permeability, clearance, half-life) or binary classification for categorical outcomes (e.g., BBB penetration, CYP inhibition). Dataset: cyp2c19_veith. (1) The compound is CCNc1ncc2nc(-c3ccc(OC)cc3)c(=O)n(Cc3cccc(OC)c3)c2n1. The result is 0 (non-inhibitor). (2) The molecule is CC1=C(C(=O)Nc2cccnc2)C(c2cccnc2)n2nc(-c3cccs3)nc2N1. The result is 1 (inhibitor).